Predict which catalyst facilitates the given reaction. From a dataset of Catalyst prediction with 721,799 reactions and 888 catalyst types from USPTO. (1) Reactant: O([BH-](OC(C)=O)OC(C)=O)C(C)=O.[Na+].[O:15]1[CH:19]=[CH:18][C:17]([C:20]2[CH:21]=[C:22]([NH2:26])[CH:23]=[N:24][CH:25]=2)=[CH:16]1.[CH3:27][C:28]1[CH:35]=[CH:34][C:31]([CH:32]=O)=[CH:30][CH:29]=1.C(O)(=O)C. Product: [O:15]1[CH:19]=[CH:18][C:17]([C:20]2[CH:21]=[C:22]([NH:26][CH2:27][C:28]3[CH:35]=[CH:34][C:31]([CH3:32])=[CH:30][CH:29]=3)[CH:23]=[N:24][CH:25]=2)=[CH:16]1. The catalyst class is: 26. (2) Reactant: [CH3:1]/[C:2](/[NH2:6])=[CH:3]\[C:4]#[N:5].[CH3:7][C:8]1[CH:9]=[C:10]([CH:12]=[CH:13][CH:14]=1)N.C(O)(=O)C. Product: [CH3:7][C:8]1[CH:14]=[C:13]([NH:6][C:2]([CH3:1])=[CH:3][C:4]#[N:5])[CH:12]=[CH:10][CH:9]=1. The catalyst class is: 6. (3) Reactant: Cl[CH2:2][C:3]([NH:5][C:6]1[CH:16]=[CH:15][C:9]2[NH:10][C:11](=[O:14])[CH2:12][O:13][C:8]=2[CH:7]=1)=[O:4].[CH2:17]([CH:25]1[CH2:30][CH2:29][NH:28][CH2:27][CH2:26]1)[CH2:18][C:19]1[CH:24]=[CH:23][CH:22]=[CH:21][CH:20]=1. Product: [CH2:17]([CH:25]1[CH2:26][CH2:27][N:28]([CH2:2][C:3]([NH:5][C:6]2[CH:16]=[CH:15][C:9]3[NH:10][C:11](=[O:14])[CH2:12][O:13][C:8]=3[CH:7]=2)=[O:4])[CH2:29][CH2:30]1)[CH2:18][C:19]1[CH:24]=[CH:23][CH:22]=[CH:21][CH:20]=1. The catalyst class is: 27.